From a dataset of Forward reaction prediction with 1.9M reactions from USPTO patents (1976-2016). Predict the product of the given reaction. (1) Given the reactants [O:1]1[C:5]2[CH:6]=[CH:7][CH:8]=[CH:9][C:4]=2[C:3]([CH2:10][OH:11])=[CH:2]1.Cl[C:13]1[N:14]=[C:15]([OH:23])[C:16]2[CH:22]=[CH:21][N:20]=[CH:19][C:17]=2[N:18]=1, predict the reaction product. The product is: [O:1]1[C:5]2[CH:6]=[CH:7][CH:8]=[CH:9][C:4]=2[C:3]([CH2:10][O:11][C:13]2[N:14]=[C:15]([OH:23])[C:16]3[CH:22]=[CH:21][N:20]=[CH:19][C:17]=3[N:18]=2)=[CH:2]1. (2) Given the reactants I[Si](C)(C)C.[Br:6][C:7]1[CH:16]=[C:15]2[C:10]([CH2:11][CH:12]([CH3:21])[N:13](C(OC)=O)[CH2:14]2)=[CH:9][CH:8]=1.CO, predict the reaction product. The product is: [Br:6][C:7]1[CH:16]=[C:15]2[C:10]([CH2:11][CH:12]([CH3:21])[NH:13][CH2:14]2)=[CH:9][CH:8]=1. (3) Given the reactants [Br:1][C:2]1[CH:9]=[CH:8][C:5]([CH:6]=O)=[CH:4][CH:3]=1.[C:10]([NH:13][CH2:14][C:15]([OH:17])=[O:16])(=O)[CH3:11].C([O-])(=O)C.[Na+].C(OC(=O)C)(=O)C, predict the reaction product. The product is: [Br:1][C:2]1[CH:9]=[CH:8][C:5]([CH:6]=[C:14]2[C:15](=[O:16])[O:17][C:10]([CH3:11])=[N:13]2)=[CH:4][CH:3]=1.